This data is from Full USPTO retrosynthesis dataset with 1.9M reactions from patents (1976-2016). The task is: Predict the reactants needed to synthesize the given product. (1) Given the product [C:1]([C:5]1[CH:6]=[CH:7][C:8]([S:11]([N:14]2[C@@H:19]([CH3:20])[CH2:18][N:17]([C:23]3[C:28]([Cl:29])=[CH:27][CH:26]=[CH:25][N:24]=3)[CH2:16][C@@H:15]2[CH3:21])(=[O:13])=[O:12])=[CH:9][CH:10]=1)([CH3:4])([CH3:2])[CH3:3], predict the reactants needed to synthesize it. The reactants are: [C:1]([C:5]1[CH:10]=[CH:9][C:8]([S:11]([N:14]2[C@@H:19]([CH3:20])[CH2:18][NH:17][CH2:16][C@@H:15]2[CH3:21])(=[O:13])=[O:12])=[CH:7][CH:6]=1)([CH3:4])([CH3:3])[CH3:2].Cl[C:23]1[C:28]([Cl:29])=[CH:27][CH:26]=[CH:25][N:24]=1.C(N(C(C)C)CC)(C)C. (2) Given the product [CH3:1][C:2]1[S:15][C:14]2[NH:13][C:12]3[CH:11]=[CH:10][CH:9]=[CH:8][C:7]=3[N:6]=[C:5]([N:16]3[CH2:21][CH2:20][N:19]([CH3:24])[CH2:18][CH2:17]3)[C:4]=2[CH:3]=1, predict the reactants needed to synthesize it. The reactants are: [CH3:1][C:2]1[S:15][C:14]2[C:4](=[C:5]([N:16]3[CH2:21][CH2:20][NH:19][CH2:18][CH2:17]3)[NH:6][C:7]3[C:12]([N:13]=2)=[CH:11][CH:10]=[CH:9][CH:8]=3)[CH:3]=1.[H-].[Na+].[CH3:24]I.O. (3) Given the product [NH:9]1[C:13]2[CH:14]=[CH:15][C:16]([C:18]3[NH:8][C:6]4[N:5]([N:4]=[C:3]([CH2:1][CH3:2])[N:7]=4)[C:20](=[O:21])[CH:19]=3)=[CH:17][C:12]=2[N:11]=[N:10]1, predict the reactants needed to synthesize it. The reactants are: [CH2:1]([C:3]1[N:7]=[C:6]([NH2:8])[NH:5][N:4]=1)[CH3:2].[NH:9]1[C:13]2[CH:14]=[CH:15][C:16]([C:18](=O)[CH2:19][C:20](OCC)=[O:21])=[CH:17][C:12]=2[N:11]=[N:10]1.CC1C=CC(S(O)(=O)=O)=CC=1. (4) Given the product [OH:15][CH2:14][C@@H:13]1[NH:16][C:4](=[O:3])[C:5]2[CH:10]=[CH:9][CH:8]=[CH:7][C:6]=2[CH:11]=[CH:12]1, predict the reactants needed to synthesize it. The reactants are: C([O:3][C:4](=O)[C:5]1[CH:10]=[CH:9][CH:8]=[CH:7][C:6]=1[CH:11]=[CH:12][C@@H:13]([NH2:16])[CH2:14][OH:15])C.C1CCN2C(=NCCC2)CC1. (5) Given the product [Cl:21][C:15]1[CH:14]=[C:13]([CH3:18])[N:12]=[C:11](/[CH:10]=[CH:9]/[C:6]2[CH:7]=[CH:8][C:3]([O:2][CH3:1])=[CH:4][CH:5]=2)[N:16]=1, predict the reactants needed to synthesize it. The reactants are: [CH3:1][O:2][C:3]1[CH:8]=[CH:7][C:6](/[CH:9]=[CH:10]/[C:11]2[N:16]=[C:15](O)[CH:14]=[C:13]([CH3:18])[N:12]=2)=[CH:5][CH:4]=1.O=P(Cl)(Cl)[Cl:21]. (6) Given the product [CH3:26][C:21]1[C:20]([O:19][C:18]2[C:13]([NH:12][C:10]3[S:9][N:8]=[C:7]([C@@H:5]([OH:6])[CH2:4][OH:3])[N:11]=3)=[N:14][CH:15]=[C:16]([S:27][C:28]3[CH:33]=[CH:32][CH:31]=[CH:30][N:29]=3)[CH:17]=2)=[CH:25][CH:24]=[CH:23][N:22]=1, predict the reactants needed to synthesize it. The reactants are: CC1(C)[O:6][C@H:5]([C:7]2[N:11]=[C:10]([NH:12][C:13]3[C:18]([O:19][C:20]4[C:21]([CH3:26])=[N:22][CH:23]=[CH:24][CH:25]=4)=[CH:17][C:16]([S:27][C:28]4[CH:33]=[CH:32][CH:31]=[CH:30][N:29]=4)=[CH:15][N:14]=3)[S:9][N:8]=2)[CH2:4][O:3]1.Cl. (7) Given the product [CH3:18][C@H:19]([CH2:23][CH:24]=[CH2:25])[C:20]([O:1][CH2:2][C@H:3]([NH:10][C:11](=[O:17])[CH2:12][CH2:13][CH2:14][CH:15]=[CH2:16])[C:4]1[CH:9]=[CH:8][CH:7]=[CH:6][CH:5]=1)=[O:21], predict the reactants needed to synthesize it. The reactants are: [OH:1][CH2:2][C@H:3]([NH:10][C:11](=[O:17])[CH2:12][CH2:13][CH2:14][CH:15]=[CH2:16])[C:4]1[CH:9]=[CH:8][CH:7]=[CH:6][CH:5]=1.[CH3:18][C@H:19]([CH2:23][CH:24]=[CH2:25])[C:20](O)=[O:21]. (8) Given the product [CH:1]1([NH:4][C:5]([C:7]2[N:8]=[N:9][N:10]([C:12]3[CH:17]=[CH:16][C:15]([C:18]([NH:20][CH2:21][CH3:22])=[O:19])=[CH:14][C:13]=3[O:23][CH2:24][CH2:25][O:26][CH2:27][CH2:28][F:31])[CH:11]=2)=[O:6])[CH2:3][CH2:2]1, predict the reactants needed to synthesize it. The reactants are: [CH:1]1([NH:4][C:5]([C:7]2[N:8]=[N:9][N:10]([C:12]3[CH:17]=[CH:16][C:15]([C:18]([NH:20][CH2:21][CH3:22])=[O:19])=[CH:14][C:13]=3[O:23][CH2:24][CH2:25][O:26][CH2:27][CH2:28]Br)[CH:11]=2)=[O:6])[CH2:3][CH2:2]1.O.[F-:31].C([N+](CCCC)(CCCC)CCCC)CCC. (9) Given the product [CH3:31][C:2]1([CH3:1])[C@@H:26]([OH:27])[CH2:25][CH2:24][C@@:23]2([CH3:28])[C@H:3]1[CH2:4][CH2:5][C:6]1[C:7]3[C@:19]([CH3:29])([CH2:20][CH2:21][C:22]=12)[C@@H:10]([C@H:11]([CH3:18])[CH2:12][CH2:13][CH2:14][CH:15]([CH3:17])[CH3:16])[C@@H:9]([OH:30])[CH:8]=3, predict the reactants needed to synthesize it. The reactants are: [CH3:1][C:2]1([CH3:31])[C@@H:26]([OH:27])[CH2:25][CH2:24][C@@:23]2([CH3:28])[C:3]1=[CH:4][CH:5]=[C:6]1[C@@H:22]2[CH2:21][CH2:20][C@@:19]2([CH3:29])[C@H:7]1[CH2:8][C@H:9]([OH:30])[C@@H:10]2[C@H:11]([CH3:18])[CH2:12][CH2:13][CH2:14][CH:15]([CH3:17])[CH3:16].Cl.C1C=CC=CC=1. (10) The reactants are: [C:1]([NH-:5])([CH3:4])([CH3:3])[CH3:2].[Li+].F[C:8]1[CH:16]=[CH:15][CH:14]=[CH:13][C:9]=1[C:10]([OH:12])=[O:11]. Given the product [C:1]([NH:5][C:8]1[CH:16]=[CH:15][CH:14]=[CH:13][C:9]=1[C:10]([OH:12])=[O:11])([CH3:4])([CH3:3])[CH3:2], predict the reactants needed to synthesize it.